From a dataset of Catalyst prediction with 721,799 reactions and 888 catalyst types from USPTO. Predict which catalyst facilitates the given reaction. Reactant: [CH3:1][C:2]1[O:6][N:5]=[C:4]([NH:7][S:8]([C:11]2[CH:12]=[CH:13][C:14]([NH2:17])=[CH:15][CH:16]=2)(=[O:10])=[O:9])[CH:3]=1.[CH2:18]([OH:29])[C@H:19]1[O:25][C:23](=[O:24])[C@H:22]([OH:26])[C@@H:21]([OH:27])[C@@H:20]1[OH:28].C([N:32](CC)CC)C. Product: [CH3:1][C:2]1[O:6][N:5]=[C:4]([NH:7][S:8]([C:11]2[CH:16]=[CH:15][C:14]([NH2:17])=[CH:13][CH:12]=2)(=[O:10])=[O:9])[CH:3]=1.[O:24]=[C:23]([NH2:32])[C@@H:22]([C@H:21]([C@@H:20]([C@@H:19]([CH2:18][OH:29])[OH:25])[OH:28])[OH:27])[OH:26]. The catalyst class is: 10.